This data is from Peptide-MHC class I binding affinity with 185,985 pairs from IEDB/IMGT. The task is: Regression. Given a peptide amino acid sequence and an MHC pseudo amino acid sequence, predict their binding affinity value. This is MHC class I binding data. (1) The peptide sequence is EEVLDVCPL. The MHC is HLA-B44:03 with pseudo-sequence HLA-B44:03. The binding affinity (normalized) is 0.205. (2) The peptide sequence is IEELRQHLL. The MHC is HLA-B54:01 with pseudo-sequence HLA-B54:01. The binding affinity (normalized) is 0. (3) The peptide sequence is AAILKQHKL. The MHC is HLA-B46:01 with pseudo-sequence HLA-B46:01. The binding affinity (normalized) is 0.0847. (4) The binding affinity (normalized) is 0.0847. The peptide sequence is FLLMDALKL. The MHC is HLA-B58:01 with pseudo-sequence HLA-B58:01. (5) The peptide sequence is FLRGRAYGI. The MHC is HLA-A23:01 with pseudo-sequence HLA-A23:01. The binding affinity (normalized) is 0. (6) The peptide sequence is LMSIVSSLH. The MHC is HLA-A24:02 with pseudo-sequence HLA-A24:02. The binding affinity (normalized) is 0. (7) The peptide sequence is RVDFCGKGY. The MHC is HLA-B07:02 with pseudo-sequence HLA-B07:02. The binding affinity (normalized) is 0.0847. (8) The peptide sequence is GELDRWEKIRL. The MHC is H-2-Kk with pseudo-sequence H-2-Kk. The binding affinity (normalized) is 0.0834. (9) The peptide sequence is SSLDQTHIK. The MHC is HLA-A68:01 with pseudo-sequence HLA-A68:01. The binding affinity (normalized) is 0.324. (10) The peptide sequence is RGAYRAFVTI. The MHC is H-2-Dd with pseudo-sequence H-2-Dd. The binding affinity (normalized) is 0.888.